Dataset: Catalyst prediction with 721,799 reactions and 888 catalyst types from USPTO. Task: Predict which catalyst facilitates the given reaction. (1) Reactant: Cl[C:2]1[CH:7]=[CH:6][C:5]([C:8]([F:11])([F:10])[F:9])=[CH:4][N:3]=1.[NH2:12][NH2:13]. Product: [NH:12]([C:2]1[CH:7]=[CH:6][C:5]([C:8]([F:11])([F:10])[F:9])=[CH:4][N:3]=1)[NH2:13]. The catalyst class is: 8. (2) Reactant: [C:1]([O:5][C:6](=[O:15])[CH2:7]/[N:8]=[CH:9]/[CH2:10][C:11]([CH3:14])([CH3:13])[CH3:12])([CH3:4])([CH3:3])[CH3:2].[Cl:16][C:17]1[CH:18]=[C:19](/[CH:23]=[C:24](/[C:27]2[CH:32]=[CH:31][C:30]([Cl:33])=[CH:29][CH:28]=2)\[C:25]#[N:26])[CH:20]=[CH:21][CH:22]=1.C(N(CC)CC)C. Product: [C:1]([O:5][C:6]([CH:7]1[CH:23]([C:19]2[CH:20]=[CH:21][CH:22]=[C:17]([Cl:16])[CH:18]=2)[C:24]([C:27]2[CH:28]=[CH:29][C:30]([Cl:33])=[CH:31][CH:32]=2)([C:25]#[N:26])[CH:9]([CH2:10][C:11]([CH3:14])([CH3:13])[CH3:12])[NH:8]1)=[O:15])([CH3:4])([CH3:3])[CH3:2]. The catalyst class is: 344.